From a dataset of Full USPTO retrosynthesis dataset with 1.9M reactions from patents (1976-2016). Predict the reactants needed to synthesize the given product. (1) Given the product [CH:47]1([C:9]2[C:41]3[C:42](=[CH:43][C:44]([C:56]([OH:59])=[O:57])=[CH:45][CH:46]=3)[N:11]([CH2:14][C:15]([N:17]3[CH2:18][CH2:19][O:20][CH2:21][CH2:22]3)=[O:16])[C:10]=2[C:23]2[CH:32]=[CH:31][C:26]3[C:25](=[CH:30][CH:29]=[C:28]([C:23]4[CH:32]=[CH:31][CH:30]=[CH:25][CH:24]=4)[CH:27]=3)[CH:24]=2)[CH2:52][CH2:51][CH2:50][CH2:49][CH2:48]1, predict the reactants needed to synthesize it. The reactants are: COC(C1C=C2C([C:9]([CH:41]3[CH2:46][CH2:45][CH2:44][CH2:43][CH2:42]3)=[C:10]([C:23]3[CH:32]=[CH:31][C:30]4[C:25](=[CH:26][CH:27]=[C:28](OS(C(F)(F)F)(=O)=O)[CH:29]=4)[CH:24]=3)[N:11]2[CH2:14][C:15]([N:17]2[CH2:22][CH2:21][O:20][CH2:19][CH2:18]2)=[O:16])=CC=1)=O.[C:47]1(B(O)O)[CH:52]=[CH:51][CH:50]=[CH:49][CH:48]=1.[C:56]([O-:59])(O)=[O:57].[Na+]. (2) The reactants are: [CH2:1]([Li])[CH2:2][CH2:3][CH3:4].[CH3:6][CH2:7][CH2:8][CH2:9][CH2:10][CH3:11].CBr.C1([PH+]([C:27]2[CH:32]=[CH:31]C=CC=2)C2C=CC=CC=2)C=CC=CC=1.ClO[C:35]([CH3:38])(C)[CH3:36].[C:39](=[O:49])([O:41]C(OC(C)(C)C)=O)[NH2:40].CC[C@H]1[C@H]2C[C@H]([C@H](OC3C4C(=CC=CC=4)C(O[C@H]([C:96]4[CH:105]=CN=C5C=4C=C(OC)C=C5)[C@@H]4N5C[C@H](CC)[C@@H](CC5)C4)=NN=3)C3C=CN=C4C=3C=C(OC)C=C4)N(CC2)C1.S(Cl)(Cl)=O.BrC1C=CC([NH2:119])=C(N)C=1.[F-].[Cs+].NC1CCCCC1N.[C:131](O)(=O)[CH3:132].[CH:135]([NH2:137])=[NH:136]. Given the product [NH:136]1[C:3]2[CH:2]=[CH:1][C:131]([N:40]3[C@@H:7]([C:8]4[CH:96]=[CH:105][C:11]([N:119]([CH:27]5[CH2:31][CH2:32]5)[CH:38]5[CH2:35][CH2:36]5)=[CH:10][CH:9]=4)[CH2:6][O:41][C:39]3=[O:49])=[CH:132][C:4]=2[N:137]=[CH:135]1, predict the reactants needed to synthesize it. (3) Given the product [CH3:20][NH:19][C:14]1[CH:13]=[C:12]([C:3]2[CH:4]=[CH:5][CH:6]=[CH:7][C:2]=2[CH3:1])[N:17]=[C:16]([NH2:18])[N:15]=1, predict the reactants needed to synthesize it. The reactants are: [CH3:1][C:2]1[CH:7]=[CH:6][CH:5]=[CH:4][C:3]=1B(O)O.I[C:12]1[N:17]=[C:16]([NH2:18])[N:15]=[C:14]([NH:19][CH3:20])[CH:13]=1. (4) The reactants are: FC(F)(F)C(O)=O.[S:8]1[CH:12]=[CH:11][C:10]([C:13]2[CH:18]=[CH:17][C:16]([CH:19]([CH3:22])[CH2:20][NH2:21])=[CH:15][CH:14]=2)=[CH:9]1.Cl[C:24]([O:26][C:27]1[CH:32]=[CH:31][CH:30]=[CH:29][CH:28]=1)=[O:25]. Given the product [S:8]1[CH:12]=[CH:11][C:10]([C:13]2[CH:18]=[CH:17][C:16]([CH:19]([CH2:22][C:24]([O:26][C:27]3[CH:32]=[CH:31][CH:30]=[CH:29][CH:28]=3)=[O:25])[CH2:20][NH2:21])=[CH:15][CH:14]=2)=[CH:9]1, predict the reactants needed to synthesize it.